Dataset: Forward reaction prediction with 1.9M reactions from USPTO patents (1976-2016). Task: Predict the product of the given reaction. (1) Given the reactants [NH:1]1[CH2:4][CH2:3][CH2:2]1.CCN(CC)CC.[Br:12][C:13]1[CH:21]=[CH:20][C:16]([C:17](Cl)=[O:18])=[CH:15][CH:14]=1, predict the reaction product. The product is: [Br:12][C:13]1[CH:21]=[CH:20][C:16]([C:17]([N:1]2[CH2:4][CH2:3][CH2:2]2)=[O:18])=[CH:15][CH:14]=1. (2) Given the reactants C[O:2][C:3]([C:5]1[S:6][C:7]([C:10](=[O:18])[NH:11][CH2:12][CH:13](OC)OC)=[CH:8][CH:9]=1)=[O:4].FC(F)(F)C(O)=O.CC[N+](S(N=C(OC)[O-])(=O)=O)(CC)CC, predict the reaction product. The product is: [O:18]1[CH:13]=[CH:12][N:11]=[C:10]1[C:7]1[S:6][C:5]([C:3]([OH:2])=[O:4])=[CH:9][CH:8]=1. (3) Given the reactants [CH2:1]([O:13][C:14]1[CH:21]=[CH:20][C:17]([CH:18]=[O:19])=[CH:16][CH:15]=1)[CH2:2][CH2:3][CH2:4][CH2:5][CH2:6][CH2:7][CH2:8][CH2:9][CH2:10][CH2:11][CH3:12].[BH4-].[Na+], predict the reaction product. The product is: [CH2:1]([O:13][C:14]1[CH:15]=[CH:16][C:17]([CH2:18][OH:19])=[CH:20][CH:21]=1)[CH2:2][CH2:3][CH2:4][CH2:5][CH2:6][CH2:7][CH2:8][CH2:9][CH2:10][CH2:11][CH3:12]. (4) Given the reactants [Cl:1][C:2]1[CH:3]=[C:4]([C:9]2[CH:14]=[N:13][CH:12]=[C:11]([CH3:15])[N:10]=2)[CH:5]=[CH:6][C:7]=1I.CC([O:19][B:20](OC(C)C)[O:21]C(C)C)C.[Li]CCCC, predict the reaction product. The product is: [Cl:1][C:2]1[CH:3]=[C:4]([C:9]2[CH:14]=[N:13][CH:12]=[C:11]([CH3:15])[N:10]=2)[CH:5]=[CH:6][C:7]=1[B:20]([OH:21])[OH:19]. (5) Given the reactants [Br-].[CH3:2][C:3]1[CH:21]=[CH:20][C:6]([C:7](=[O:19])[CH2:8][N+:9]2[C:18]3[C:13](=[CH:14][CH:15]=[CH:16][CH:17]=3)[CH:12]=[CH:11][CH:10]=2)=[CH:5][CH:4]=1.[Cr](O[Cr]([O-])(=O)=O)([O-])(=O)=O.C(=O)(O)[O-].[Na+].[C:36](#[N:39])[CH:37]=[CH2:38], predict the reaction product. The product is: [C:36]([C:37]1[CH:38]=[C:8]([C:7](=[O:19])[C:6]2[CH:5]=[CH:4][C:3]([CH3:2])=[CH:21][CH:20]=2)[N:9]2[C:18]3[C:13](=[CH:14][CH:15]=[CH:16][CH:17]=3)[CH:12]=[CH:11][C:10]=12)#[N:39]. (6) Given the reactants [F:1][C:2]1[CH:10]=[CH:9][C:8]([C:11]2[N:12]=[N:13][C:14]([NH:17][CH2:18][C:19]3([C:23]4[C:28]([F:29])=[CH:27][CH:26]=[CH:25][N:24]=4)[CH2:22][CH2:21][CH2:20]3)=[CH:15][CH:16]=2)=[CH:7][C:3]=1[C:4](O)=[O:5].[NH2:30][CH2:31][CH2:32][NH:33][C:34](=[O:43])[O:35][CH2:36][C:37]1[CH:42]=[CH:41][CH:40]=[CH:39][CH:38]=1.C1C=CC2N(O)N=NC=2C=1.CCN=C=NCCCN(C)C.Cl.CCN(C(C)C)C(C)C, predict the reaction product. The product is: [F:1][C:2]1[CH:10]=[CH:9][C:8]([C:11]2[N:12]=[N:13][C:14]([NH:17][CH2:18][C:19]3([C:23]4[C:28]([F:29])=[CH:27][CH:26]=[CH:25][N:24]=4)[CH2:20][CH2:21][CH2:22]3)=[CH:15][CH:16]=2)=[CH:7][C:3]=1[C:4]([NH:30][CH2:31][CH2:32][NH:33][C:34](=[O:43])[O:35][CH2:36][C:37]1[CH:38]=[CH:39][CH:40]=[CH:41][CH:42]=1)=[O:5]. (7) Given the reactants C([O:4][CH:5]1[C:9]2=[N:10][CH:11]=[C:12]([NH:28][C:29]([C:31]3[CH:36]=[CH:35][C:34]([F:37])=[C:33]([C:38]4[C:43]([F:44])=[CH:42][CH:41]=[C:40]([O:45][CH3:46])[C:39]=4[F:47])[N:32]=3)=[O:30])[C:13]([N:14]3[CH2:19][CH2:18][CH2:17][C@H:16]([NH:20]C(OC(C)(C)C)=O)[CH2:15]3)=[C:8]2[CH2:7][CH2:6]1)(=O)C.CO.[OH-].[Na+].C(O)(C(F)(F)F)=O, predict the reaction product. The product is: [NH2:20][C@H:16]1[CH2:17][CH2:18][CH2:19][N:14]([C:13]2[C:12]([NH:28][C:29]([C:31]3[CH:36]=[CH:35][C:34]([F:37])=[C:33]([C:38]4[C:43]([F:44])=[CH:42][CH:41]=[C:40]([O:45][CH3:46])[C:39]=4[F:47])[N:32]=3)=[O:30])=[CH:11][N:10]=[C:9]3[CH:5]([OH:4])[CH2:6][CH2:7][C:8]=23)[CH2:15]1. (8) Given the reactants C[O:2][C:3](=[O:20])[C:4]1[CH:16]=[CH:15][C:7]([C:8]([O:10][C:11]([CH3:14])([CH3:13])[CH3:12])=[O:9])=[C:6]([N+:17]([O-:19])=[O:18])[CH:5]=1.O.[OH-].[Li+], predict the reaction product. The product is: [C:11]([O:10][C:8](=[O:9])[C:7]1[CH:15]=[CH:16][C:4]([C:3]([OH:20])=[O:2])=[CH:5][C:6]=1[N+:17]([O-:19])=[O:18])([CH3:14])([CH3:12])[CH3:13]. (9) The product is: [CH3:23][S:20]([C:17]1[CH:16]=[CH:15][C:14]([CH:11]2[CH2:12][CH2:13][NH:8][CH2:9][CH2:10]2)=[CH:19][CH:18]=1)(=[O:22])=[O:21]. Given the reactants C(OC([N:8]1[CH2:13][CH2:12][CH:11]([C:14]2[CH:19]=[CH:18][C:17]([S:20]([CH3:23])(=[O:22])=[O:21])=[CH:16][CH:15]=2)[CH2:10][CH2:9]1)=O)(C)(C)C.C(O)(C(F)(F)F)=O, predict the reaction product. (10) Given the reactants [OH:1][O:2][S:3]([O-:5])=[O:4].[K+:6].[O:7]=O.[OH:9][S:10]([O-])(=[O:12])=[O:11].[K+], predict the reaction product. The product is: [S:3]([O:2][O:1][S:10]([O-:12])(=[O:11])=[O:9])([O-:7])(=[O:5])=[O:4].[K+:6].[K+:6].